This data is from Full USPTO retrosynthesis dataset with 1.9M reactions from patents (1976-2016). The task is: Predict the reactants needed to synthesize the given product. (1) Given the product [CH3:15][O:16][C:17]1[CH:18]=[CH:19][C:20]([OH:25])=[C:21]([C:22]2[NH:1][N:2]=[C:3]([C:4]3[CH:5]=[N:6][CH:7]=[CH:8][C:9]=3[C:10]([F:11])([F:12])[F:13])[N:14]=2)[CH:24]=1, predict the reactants needed to synthesize it. The reactants are: [NH2:1][NH:2][C:3](=[NH:14])[C:4]1[C:9]([C:10]([F:13])([F:12])[F:11])=[CH:8][CH:7]=[N:6][CH:5]=1.[CH3:15][O:16][C:17]1[CH:18]=[CH:19][C:20]([OH:25])=[C:21]([CH:24]=1)[CH:22]=O. (2) Given the product [CH3:27][O:26][C:25]1[CH:24]=[C:23]([CH:31]=[CH:30][C:28]=1[O:29][CH2:2][C:3]1[N:4]=[C:5]([N:9]2[CH2:14][CH2:13][CH2:12][CH2:11][CH2:10]2)[S:6][C:7]=1[CH3:8])[CH:22]=[O:21], predict the reactants needed to synthesize it. The reactants are: Cl[CH2:2][C:3]1[N:4]=[C:5]([N:9]2[CH2:14][CH2:13][CH2:12][CH2:11][CH2:10]2)[S:6][C:7]=1[CH3:8].C(=O)([O-])[O-].[K+].[K+].[O:21]=[CH:22][C:23]1[CH:31]=[CH:30][C:28]([OH:29])=[C:25]([O:26][CH3:27])[CH:24]=1.CN(C)C=O.